Dataset: Forward reaction prediction with 1.9M reactions from USPTO patents (1976-2016). Task: Predict the product of the given reaction. (1) Given the reactants C(OC([N:8]1[CH2:13][CH2:12][N:11]([C:14]2[C:19]([CH3:20])=[CH:18][C:17]([C:21]([F:24])([F:23])[F:22])=[CH:16][N:15]=2)[CH2:10][CH2:9]1)=O)(C)(C)C.Cl.C(OCC)(=O)C.C(Cl)(Cl)Cl.C(=O)([O-])O.[Na+], predict the reaction product. The product is: [CH3:20][C:19]1[C:14]([N:11]2[CH2:10][CH2:9][NH:8][CH2:13][CH2:12]2)=[N:15][CH:16]=[C:17]([C:21]([F:24])([F:23])[F:22])[CH:18]=1. (2) Given the reactants [C:1]([O-:4])(=[O:3])C.[O:5]=[C:6]1[C@@H:9]([NH3+:10])[CH2:8][NH:7]1.CCN(C(C)C)C(C)C.[CH2:20]([C:22]1[CH:27]=[CH:26][C:25]([C:28]2C=CN(C([O-])=O)C(=O)C=2C)=[CH:24][CH:23]=1)[CH3:21], predict the reaction product. The product is: [CH2:20]([C:22]1[CH:27]=[CH:26][C:25]([CH2:28][O:4][C:1](=[O:3])[NH:10][C@H:9]2[CH2:8][NH:7][C:6]2=[O:5])=[CH:24][CH:23]=1)[CH3:21]. (3) Given the reactants [O:1]1[CH2:5][CH2:4][CH:3]([CH2:6][NH:7][C:8]([C:10]2[CH:15]=[CH:14][C:13]([NH:16][C:17]([N:19]3[CH2:27][C:26]4[C:21](=[CH:22][CH:23]=[CH:24][CH:25]=4)[CH2:20]3)=[O:18])=[CH:12][CH:11]=2)=[O:9])[CH2:2]1, predict the reaction product. The product is: [O:1]1[CH2:5][CH2:4][C@@H:3]([CH2:6][NH:7][C:8]([C:10]2[CH:11]=[CH:12][C:13]([NH:16][C:17]([N:19]3[CH2:27][C:26]4[C:21](=[CH:22][CH:23]=[CH:24][CH:25]=4)[CH2:20]3)=[O:18])=[CH:14][CH:15]=2)=[O:9])[CH2:2]1.